From a dataset of Full USPTO retrosynthesis dataset with 1.9M reactions from patents (1976-2016). Predict the reactants needed to synthesize the given product. Given the product [F:1][C@@H:2]1[CH2:6][CH2:5][N:4]([CH2:7][C@H:8]([NH:10][C:11]([C:13]2[C:21]3[C:16](=[N:17][CH:18]=[C:19]([C:22]4[C:30]5[C:25](=[CH:26][C:27]([Cl:31])=[CH:28][CH:29]=5)[N:24]([CH3:32])[N:23]=4)[N:20]=3)[NH:15][CH:14]=2)=[O:12])[CH3:9])[CH2:3]1, predict the reactants needed to synthesize it. The reactants are: [F:1][C@@H:2]1[CH2:6][CH2:5][N:4]([CH2:7][C@H:8]([NH:10][C:11]([C:13]2[C:21]3[C:16](=[N:17][CH:18]=[C:19]([C:22]4[C:30]5[C:25](=[CH:26][C:27]([Cl:31])=[CH:28][CH:29]=5)[N:24]([CH3:32])[N:23]=4)[N:20]=3)[N:15](COCC[Si](C)(C)C)[CH:14]=2)=[O:12])[CH3:9])[CH2:3]1.FC(F)(F)C(O)=O.C(N)CN.O.